The task is: Predict which catalyst facilitates the given reaction.. This data is from Catalyst prediction with 721,799 reactions and 888 catalyst types from USPTO. (1) Reactant: [CH2:1]([N:8]([CH2:26][C:27]1[CH:32]=[CH:31][CH:30]=[CH:29][CH:28]=1)[C@H:9]1[CH2:14][CH2:13][C@@H:12]([N:15]([CH:17]([CH3:19])[CH3:18])[CH3:16])[CH2:11][C@H:10]1[CH2:20][C:21](=[O:25])[CH:22]([CH3:24])[CH3:23])[C:2]1[CH:7]=[CH:6][CH:5]=[CH:4][CH:3]=1.[BH4-].[Na+].[NH4+].[Cl-].C([O-])(O)=O.[Na+]. Product: [CH2:1]([N:8]([CH2:26][C:27]1[CH:28]=[CH:29][CH:30]=[CH:31][CH:32]=1)[C@H:9]1[CH2:14][CH2:13][C@@H:12]([N:15]([CH:17]([CH3:19])[CH3:18])[CH3:16])[CH2:11][C@H:10]1[CH2:20][CH:21]([OH:25])[CH:22]([CH3:23])[CH3:24])[C:2]1[CH:3]=[CH:4][CH:5]=[CH:6][CH:7]=1. The catalyst class is: 5. (2) Reactant: [Cl:1][C:2]1[C:7]([C:8]([N:10]([C:14]2[CH:19]=[CH:18][C:17]([N:20]3[CH2:24][CH2:23][N:22]([CH2:25][C:26]([O:28][CH2:29][CH3:30])=[O:27])[C:21]3=[O:31])=[C:16]([F:32])[CH:15]=2)[CH2:11][CH2:12][OH:13])=[O:9])=[C:6](Cl)[N:5]=[CH:4][N:3]=1.O. The catalyst class is: 23. Product: [Cl:1][C:2]1[C:7]2[C:8](=[O:9])[N:10]([C:14]3[CH:19]=[CH:18][C:17]([N:20]4[CH2:24][CH2:23][N:22]([CH2:25][C:26]([O:28][CH2:29][CH3:30])=[O:27])[C:21]4=[O:31])=[C:16]([F:32])[CH:15]=3)[CH2:11][CH2:12][O:13][C:6]=2[N:5]=[CH:4][N:3]=1. (3) Product: [CH3:3][C:2]([Si:5]([CH3:25])([CH3:26])[O:6][CH2:7][C:8]1[CH:13]=[C:12]([O:14][CH3:15])[N:11]=[C:10]([CH2:16][CH2:17][C:18]([O:20][CH2:21][CH2:22][CH2:23][CH3:24])=[O:19])[CH:9]=1)([CH3:1])[CH3:4]. Reactant: [CH3:1][C:2]([Si:5]([CH3:26])([CH3:25])[O:6][CH2:7][C:8]1[CH:13]=[C:12]([O:14][CH3:15])[N:11]=[C:10](/[CH:16]=[CH:17]/[C:18]([O:20][CH2:21][CH2:22][CH2:23][CH3:24])=[O:19])[CH:9]=1)([CH3:4])[CH3:3]. The catalyst class is: 43. (4) Reactant: Cl[C:2]1[N:3]=[C:4]([N:24]2[CH2:29][CH2:28][O:27][CH2:26][CH2:25]2)[C:5]2[N:11]=[CH:10][C:9]([C:12]3[CH:23]=[CH:22][C:15]([C:16]([NH:18][CH:19]4[CH2:21][CH2:20]4)=[O:17])=[CH:14][CH:13]=3)=[CH:8][C:6]=2[N:7]=1.[C:30]([O:34][C:35]([NH:37][C:38]1[N:43]=[CH:42][C:41](B(O)O)=[CH:40][N:39]=1)=[O:36])([CH3:33])([CH3:32])[CH3:31].P([O-])([O-])([O-])=O.[K+].[K+].[K+].CN(C=O)C. Product: [C:30]([O:34][C:35](=[O:36])[NH:37][C:38]1[N:43]=[CH:42][C:41]([C:2]2[N:3]=[C:4]([N:24]3[CH2:29][CH2:28][O:27][CH2:26][CH2:25]3)[C:5]3[N:11]=[CH:10][C:9]([C:12]4[CH:23]=[CH:22][C:15]([C:16](=[O:17])[NH:18][CH:19]5[CH2:21][CH2:20]5)=[CH:14][CH:13]=4)=[CH:8][C:6]=3[N:7]=2)=[CH:40][N:39]=1)([CH3:33])([CH3:31])[CH3:32]. The catalyst class is: 103. (5) Reactant: CS(C)=O.C(Cl)(=O)C(Cl)=O.[Br:11][C:12]1[CH:17]=[CH:16][C:15]([C:18]2([CH2:21][OH:22])[CH2:20][CH2:19]2)=[CH:14][CH:13]=1.C(N(CC)CC)C. Product: [Br:11][C:12]1[CH:13]=[CH:14][C:15]([C:18]2([CH:21]=[O:22])[CH2:19][CH2:20]2)=[CH:16][CH:17]=1. The catalyst class is: 34. (6) Reactant: [C:1]1([CH2:7][O:8][C:9]2[N:14]=[CH:13][C:12]([NH2:15])=[CH:11][CH:10]=2)[CH:6]=[CH:5][CH:4]=[CH:3][CH:2]=1.N1C=CC=CC=1.[CH3:22][C:23](OC(C)=O)=[O:24].O. Product: [C:1]1([CH2:7][O:8][C:9]2[N:14]=[CH:13][C:12]([NH:15][C:23](=[O:24])[CH3:22])=[CH:11][CH:10]=2)[CH:2]=[CH:3][CH:4]=[CH:5][CH:6]=1. The catalyst class is: 64. (7) Reactant: [C:1]([C:5]1[CH:6]=[CH:7][C:8]2[O:12][C:11](S)=[N:10][C:9]=2[CH:14]=1)([CH3:4])([CH3:3])[CH3:2].[NH:15]1[CH2:21][CH2:20][CH2:19][NH:18][CH2:17][CH2:16]1. Product: [C:1]([C:5]1[CH:6]=[CH:7][C:8]2[O:12][C:11]([N:15]3[CH2:21][CH2:20][CH2:19][NH:18][CH2:17][CH2:16]3)=[N:10][C:9]=2[CH:14]=1)([CH3:4])([CH3:3])[CH3:2]. The catalyst class is: 11.